The task is: Regression/Classification. Given a drug SMILES string, predict its toxicity properties. Task type varies by dataset: regression for continuous values (e.g., LD50, hERG inhibition percentage) or binary classification for toxic/non-toxic outcomes (e.g., AMES mutagenicity, cardiotoxicity, hepatotoxicity). Dataset: ld50_zhu.. This data is from Acute oral toxicity (LD50) regression data from Zhu et al.. (1) The compound is O=C1c2ccccc2C(=O)C1c1ccc(C(F)(F)F)cc1. The rat oral LD50 is 3.17, given as -log10 of the dose in mol/kg body weight (higher means more acutely toxic). (2) The molecule is COP(=S)(OC)SCC(N)=O. The rat oral LD50 is 2.37, given as -log10 of the dose in mol/kg body weight (higher means more acutely toxic). (3) The molecule is CCN(CC)C(=O)c1ccc(O)c(OC)c1. The rat oral LD50 is 3.16, given as -log10 of the dose in mol/kg body weight (higher means more acutely toxic).